Predict which catalyst facilitates the given reaction. From a dataset of Catalyst prediction with 721,799 reactions and 888 catalyst types from USPTO. (1) Reactant: Cl[C:2]1[C:7]([C:8]2[CH:13]=[CH:12][CH:11]=[C:10]([F:14])[CH:9]=2)=[CH:6][N:5]2[N:15]=[C:16]([CH3:18])[N:17]=[C:4]2[N:3]=1.[CH:19]([C:21]1[CH:26]=[CH:25][C:24](B(O)O)=[CH:23][CH:22]=1)=[O:20].C(=O)([O-])[O-].[Na+].[Na+]. Product: [F:14][C:10]1[CH:9]=[C:8]([C:7]2[C:2]([C:24]3[CH:25]=[CH:26][C:21]([CH:19]=[O:20])=[CH:22][CH:23]=3)=[N:3][C:4]3[N:5]([N:15]=[C:16]([CH3:18])[N:17]=3)[CH:6]=2)[CH:13]=[CH:12][CH:11]=1. The catalyst class is: 622. (2) Reactant: [CH3:1][N:2]([CH3:23])[C:3]1[CH:8]=[C:7]([NH:9][C:10]2[CH:15]=[CH:14][C:13]([CH3:16])=[CH:12][CH:11]=2)[N:6]=[C:5]([N:17]2[CH2:22][CH2:21][NH:20][CH2:19][CH2:18]2)[N:4]=1.Cl[CH2:25][C:26]1[CH:31]=[CH:30][CH:29]=[CH:28][C:27]=1[O:32][CH3:33].C(N(CC)CC)C.C([O-])(O)=O.[Na+]. The catalyst class is: 3. Product: [CH3:33][O:32][C:27]1[CH:28]=[CH:29][CH:30]=[CH:31][C:26]=1[CH2:25][N:20]1[CH2:19][CH2:18][N:17]([C:5]2[N:4]=[C:3]([N:2]([CH3:1])[CH3:23])[CH:8]=[C:7]([NH:9][C:10]3[CH:11]=[CH:12][C:13]([CH3:16])=[CH:14][CH:15]=3)[N:6]=2)[CH2:22][CH2:21]1. (3) Product: [NH2:75][C:71]1[S:72][C:73]([Cl:74])=[C:69](/[C:68](=[N:83]/[O:84][C@H:85]([C:86]([OH:88])=[O:87])[CH2:98][C:99]([OH:101])=[O:100])/[C:67]([NH:66][C@@H:20]2[C:19](=[O:107])[N:18]3[C@@H:21]2[S:22][CH2:23][C:24]([CH2:25][N+:26]2([CH2:31][C:32]4[C:41](=[O:42])[C:40]5[C:35](=[CH:36][C:37]([OH:54])=[C:38]([OH:44])[C:39]=5[Cl:43])[N:34]([CH2:64][CH3:65])[CH:33]=4)[CH2:30][CH2:29][CH2:28][CH2:27]2)=[C:17]3[C:15]([O-:16])=[O:14])=[O:106])[N:70]=1. Reactant: C([O:14][C:15]([C:17]1[N:18]2[C@H:21]([S:22][CH2:23][C:24]=1[CH2:25][N+:26]1([CH2:31][C:32]3[C:41](=[O:42])[C:40]4[C:35](=[CH:36][C:37]([O:54]CC5C=CC(OC)=CC=5)=[C:38]([O:44]CC5C=CC(OC)=CC=5)[C:39]=4[Cl:43])[N:34]([CH2:64][CH3:65])[CH:33]=3)[CH2:30][CH2:29][CH2:28][CH2:27]1)[C@H:20]([NH:66][C:67](=[O:106])/[C:68](=[N:83]\[O:84][C@@H:85]([CH2:98][C:99]([O:101]C(C)(C)C)=[O:100])[C:86]([O:88]CC1C=CC(OC)=CC=1)=[O:87])/[C:69]1[N:70]=[C:71]([NH:75]C(OC(C)(C)C)=O)[S:72][C:73]=1[Cl:74])[C:19]2=[O:107])=[O:16])(C1C=CC=CC=1)C1C=CC=CC=1.C1(OC)C=CC=CC=1.C(O)(C(F)(F)F)=O.C(OC(C)C)(C)C. The catalyst class is: 4. (4) Reactant: [Cl:1][C:2]1[CH:3]=[N+:4]([O-:46])[CH:5]=[C:6]([Cl:45])[C:7]=1[CH2:8][C@@H:9]([C:30]1[CH:35]=[CH:34][C:33]([O:36][CH:37]([F:39])[F:38])=[C:32]([O:40][CH2:41][CH:42]2[CH2:44][CH2:43]2)[CH:31]=1)[O:10][C:11]([C:13]1[N:14]([S:18]([C:21]2[CH:26]=[CH:25][C:24]([N+:27]([O-])=O)=[CH:23][CH:22]=2)(=[O:20])=[O:19])[CH:15]=[CH:16][CH:17]=1)=[O:12].O.O.[Sn](Cl)Cl. Product: [NH2:27][C:24]1[CH:23]=[CH:22][C:21]([S:18]([N:14]2[CH:15]=[CH:16][CH:17]=[C:13]2[C:11]([O:10][C@H:9]([C:30]2[CH:35]=[CH:34][C:33]([O:36][CH:37]([F:38])[F:39])=[C:32]([O:40][CH2:41][CH:42]3[CH2:44][CH2:43]3)[CH:31]=2)[CH2:8][C:7]2[C:2]([Cl:1])=[CH:3][N+:4]([O-:46])=[CH:5][C:6]=2[Cl:45])=[O:12])(=[O:20])=[O:19])=[CH:26][CH:25]=1. The catalyst class is: 1. (5) Reactant: [C:1]([N:9]=[C:10]=[S:11])(=[O:8])[C:2]1[CH:7]=[CH:6][CH:5]=[CH:4][CH:3]=1.[CH3:12][O:13][C:14]([C:16]1[S:17][CH:18]=[CH:19][C:20]=1[NH2:21])=[O:15]. Product: [CH3:12][O:13][C:14]([C:16]1[S:17][CH:18]=[CH:19][C:20]=1[NH:21][C:10]([NH:9][C:1]([C:2]1[CH:7]=[CH:6][CH:5]=[CH:4][CH:3]=1)=[O:8])=[S:11])=[O:15]. The catalyst class is: 21.